Predict the product of the given reaction. From a dataset of Forward reaction prediction with 1.9M reactions from USPTO patents (1976-2016). (1) The product is: [C:6]([C:5]1[CH:9]=[CH:10][C:2]([NH:1][C:12]2[N:17]=[C:16]([NH:1][C:2]3[CH:10]=[CH:9][C:5]([C:6]([OH:8])=[O:7])=[CH:4][CH:3]=3)[C:15]([F:19])=[CH:14][N:13]=2)=[CH:3][CH:4]=1)([OH:8])=[O:7]. Given the reactants [NH2:1][C:2]1[CH:10]=[CH:9][C:5]([C:6]([OH:8])=[O:7])=[CH:4][CH:3]=1.Cl[C:12]1[N:17]=[C:16](Cl)[C:15]([F:19])=[CH:14][N:13]=1, predict the reaction product. (2) Given the reactants [C:1]([C:3]1[CH:4]=[CH:5][C:6]([NH:13][CH:14]2[CH2:18][CH2:17][CH2:16][CH2:15]2)=[C:7]([CH:12]=1)[C:8]([O:10]C)=[O:9])#[N:2].[OH-].[Na+].Cl, predict the reaction product. The product is: [C:1]([C:3]1[CH:4]=[CH:5][C:6]([NH:13][CH:14]2[CH2:18][CH2:17][CH2:16][CH2:15]2)=[C:7]([CH:12]=1)[C:8]([OH:10])=[O:9])#[N:2]. (3) Given the reactants C([O:8][C:9]1[C:14]([Br:15])=[CH:13][C:12]([C:16]2[C:24]3[C:23]([OH:25])=[C:22]([C:26]#[N:27])[C:21](=[O:28])[NH:20][C:19]=3[S:18][CH:17]=2)=[CH:11][C:10]=1[Br:29])C1C=CC=CC=1, predict the reaction product. The product is: [Br:29][C:10]1[CH:11]=[C:12]([C:16]2[C:24]3[C:23]([OH:25])=[C:22]([C:26]#[N:27])[C:21](=[O:28])[NH:20][C:19]=3[S:18][CH:17]=2)[CH:13]=[C:14]([Br:15])[C:9]=1[OH:8]. (4) Given the reactants C(O[BH-](OC(=O)C)OC(=O)C)(=O)C.[Na+].[F:15][C:16]1[CH:23]=[CH:22][C:21]([CH:24]2[C:37]3[CH:36]=[CH:35][C:34]4[C:29](=[N:30][CH:31]=[CH:32][CH:33]=4)[C:28]=3[NH:27][S:26](=[O:39])(=[O:38])[N:25]2[CH3:40])=[CH:20][C:17]=1[CH:18]=O.[CH3:41][N:42]([CH3:46])[CH2:43][CH2:44][NH2:45], predict the reaction product. The product is: [F:15][C:16]1[CH:23]=[CH:22][C:21]([CH:24]2[C:37]3[CH:36]=[CH:35][C:34]4[C:29](=[N:30][CH:31]=[CH:32][CH:33]=4)[C:28]=3[NH:27][S:26](=[O:39])(=[O:38])[N:25]2[CH3:40])=[CH:20][C:17]=1[CH2:18][NH:45][CH2:44][CH2:43][N:42]([CH3:46])[CH3:41]. (5) Given the reactants [NH2:1][C@H:2]1[CH2:7][CH2:6][N:5]([C:8]2[CH:9]=[C:10]([CH:16]=[C:17]([CH3:19])[CH:18]=2)[C:11]([O:13][CH2:14][CH3:15])=[O:12])[CH2:4][C@H:3]1[O:20][CH3:21].[Cl:22][C:23]1[N:24]=[C:25]([C:30](O)=[O:31])[NH:26][C:27]=1[CH2:28][CH3:29].CCN=C=NCCCN(C)C.Cl.C1C=CC2N(O)N=NC=2C=1, predict the reaction product. The product is: [Cl:22][C:23]1[N:24]=[C:25]([C:30]([NH:1][C@H:2]2[CH2:7][CH2:6][N:5]([C:8]3[CH:9]=[C:10]([CH:16]=[C:17]([CH3:19])[CH:18]=3)[C:11]([O:13][CH2:14][CH3:15])=[O:12])[CH2:4][C@H:3]2[O:20][CH3:21])=[O:31])[NH:26][C:27]=1[CH2:28][CH3:29].